Task: Predict the reactants needed to synthesize the given product.. Dataset: Full USPTO retrosynthesis dataset with 1.9M reactions from patents (1976-2016) (1) Given the product [NH2:1][C:2]1[C:3]([C:9]([NH:11][C:12]2[CH:13]=[N:14][CH:15]=[CH:16][CH:17]=2)=[O:10])=[N:4][C:5]([C:18]2[CH:23]=[CH:22][CH:21]=[CH:20][CH:19]=2)=[CH:6][N:7]=1, predict the reactants needed to synthesize it. The reactants are: [NH2:1][C:2]1[C:3]([C:9]([NH:11][C:12]2[CH:13]=[N:14][CH:15]=[CH:16][CH:17]=2)=[O:10])=[N:4][C:5](Br)=[CH:6][N:7]=1.[C:18]1(B(O)O)[CH:23]=[CH:22][CH:21]=[CH:20][CH:19]=1.C(Cl)Cl.C([O-])([O-])=O.[Na+].[Na+]. (2) The reactants are: [CH3:1][O:2][C:3]1[CH:8]=[CH:7][CH:6]=[C:5]([C:9]([F:12])([F:11])[F:10])[CH:4]=1.[Li]CCCC.C([O:21][B:22](OC(C)C)[O:23]C(C)C)(C)C.Cl. Given the product [CH3:1][O:2][C:3]1[CH:4]=[C:5]([C:9]([F:10])([F:11])[F:12])[CH:6]=[CH:7][C:8]=1[B:22]([OH:23])[OH:21], predict the reactants needed to synthesize it. (3) Given the product [CH2:1]([O:3][C:4](=[O:13])[CH2:5][C:6]1[CH:11]=[CH:10][CH:9]=[C:8]([O:12][C:18]2[CH:17]=[CH:16][C:15]([Br:14])=[CH:22][C:19]=2[CH:20]=[O:21])[CH:7]=1)[CH3:2], predict the reactants needed to synthesize it. The reactants are: [CH2:1]([O:3][C:4](=[O:13])[CH2:5][C:6]1[CH:11]=[CH:10][CH:9]=[C:8]([OH:12])[CH:7]=1)[CH3:2].[Br:14][C:15]1[CH:16]=[CH:17][C:18](F)=[C:19]([CH:22]=1)[CH:20]=[O:21].C(=O)([O-])[O-].[K+].[K+]. (4) Given the product [CH:19]1([C:17]([NH:16][C:14]2[N:15]=[C:10]3[CH:9]=[CH:8][C:7]([O:6][C:5]4[CH:22]=[CH:23][C:2]([NH:1][C:41]([C:30]5[C:31](=[O:40])[N:32]([C:33]6[CH:34]=[CH:35][C:36]([F:39])=[CH:37][CH:38]=6)[C:27]([CH2:25][CH3:26])=[CH:28][CH:29]=5)=[O:42])=[CH:3][C:4]=4[F:24])=[CH:12][N:11]3[CH:13]=2)=[O:18])[CH2:21][CH2:20]1, predict the reactants needed to synthesize it. The reactants are: [NH2:1][C:2]1[CH:23]=[CH:22][C:5]([O:6][C:7]2[CH:8]=[CH:9][C:10]3[N:11]([CH:13]=[C:14]([NH:16][C:17]([CH:19]4[CH2:21][CH2:20]4)=[O:18])[N:15]=3)[CH:12]=2)=[C:4]([F:24])[CH:3]=1.[CH2:25]([C:27]1[N:32]([C:33]2[CH:38]=[CH:37][C:36]([F:39])=[CH:35][CH:34]=2)[C:31](=[O:40])[C:30]([C:41](O)=[O:42])=[CH:29][CH:28]=1)[CH3:26].C(N(CC)C(C)C)(C)C.CN(C(ON1N=NC2C=CC=NC1=2)=[N+](C)C)C.F[P-](F)(F)(F)(F)F. (5) Given the product [Cl:21][C:15]1[CH:16]=[C:17]([Cl:20])[CH:18]=[CH:19][C:14]=1[C:11]1[NH:10][C:9]2[C:8]([OH:22])=[CH:7][CH:6]=[C:5]([C:3]([OH:4])=[O:2])[C:13]=2[N:12]=1, predict the reactants needed to synthesize it. The reactants are: C[O:2][C:3]([C:5]1[C:13]2[N:12]=[C:11]([C:14]3[CH:19]=[CH:18][C:17]([Cl:20])=[CH:16][C:15]=3[Cl:21])[NH:10][C:9]=2[C:8]([OH:22])=[CH:7][CH:6]=1)=[O:4].O[Li].O. (6) Given the product [F:26][C:23]1[CH:22]=[CH:21][C:20]([C:15]2[C:14]([CH2:13][O:12][C:9]3[N:8]=[N:7][C:6]([C:4]([N:27]4[CH2:32][CH2:31][O:30][CH2:29][CH2:28]4)=[O:5])=[CH:11][CH:10]=3)=[C:18]([CH3:19])[O:17][N:16]=2)=[CH:25][CH:24]=1, predict the reactants needed to synthesize it. The reactants are: C(O[C:4]([C:6]1[N:7]=[N:8][C:9]([O:12][CH2:13][C:14]2[C:15]([C:20]3[CH:25]=[CH:24][C:23]([F:26])=[CH:22][CH:21]=3)=[N:16][O:17][C:18]=2[CH3:19])=[CH:10][CH:11]=1)=[O:5])C.[NH:27]1[CH2:32][CH2:31][O:30][CH2:29][CH2:28]1.